Dataset: Full USPTO retrosynthesis dataset with 1.9M reactions from patents (1976-2016). Task: Predict the reactants needed to synthesize the given product. (1) Given the product [CH3:13][C:7]12[O:10][CH:1]([CH2:9][CH2:8]1)[CH:2]1[CH:6]2[C:5](=[O:11])[CH2:4][C:3]1=[O:12], predict the reactants needed to synthesize it. The reactants are: [CH:1]12[O:10][CH:7]([CH:8]=[CH:9]1)[CH:6]1[CH:2]2[C:3](=[O:12])[CH2:4][C:5]1=[O:11].[CH3:13]O. (2) Given the product [NH2:24][C:22]1[CH:23]=[C:18]([NH:17][S:14]([C:4]2[CH:5]=[CH:6][C:7]([C:8]3[O:9][C:10]([CH3:13])=[CH:11][CH:12]=3)=[C:2]([F:1])[CH:3]=2)(=[O:16])=[O:15])[CH:19]=[CH:20][C:21]=1[O:28][CH3:29], predict the reactants needed to synthesize it. The reactants are: [F:1][C:2]1[CH:3]=[C:4]([S:14]([NH:17][C:18]2[CH:19]=[CH:20][C:21]([O:28][CH3:29])=[C:22]([NH:24]C(=O)C)[CH:23]=2)(=[O:16])=[O:15])[CH:5]=[CH:6][C:7]=1[C:8]1[O:9][C:10]([CH3:13])=[CH:11][CH:12]=1.[OH-].[Na+]. (3) Given the product [Cl:13][C:14]1[N:19]=[C:18]([NH:20][C@H:21]2[CH2:26][CH2:25][CH2:24][C@:23]([CH2:7][C:8]([O:10][CH2:11][CH3:12])=[O:9])([OH:27])[CH2:22]2)[C:17]([F:28])=[CH:16][N:15]=1, predict the reactants needed to synthesize it. The reactants are: Cl[Si](C)(C)C.Br[CH2:7][C:8]([O:10][CH2:11][CH3:12])=[O:9].[Cl:13][C:14]1[N:19]=[C:18]([NH:20][C@H:21]2[CH2:26][CH2:25][CH2:24][C:23](=[O:27])[CH2:22]2)[C:17]([F:28])=[CH:16][N:15]=1. (4) The reactants are: [F:1][C:2]1[CH:26]=[CH:25][C:5]([CH2:6][C:7]2[CH:12]=[CH:11][C:10]([O:13][CH3:14])=[C:9]([C:15]3[CH:20]=[CH:19][CH:18]=[C:17]([N+:21]([O-:23])=[O:22])[CH:16]=3)[C:8]=2[OH:24])=[CH:4][CH:3]=1.C([SiH](CC)CC)C.C(O)(C(F)(F)F)=[O:35]. Given the product [F:1][C:2]1[CH:3]=[CH:4][C:5]([C:6]([C:7]2[C:8]([OH:24])=[C:9]([C:15]3[CH:20]=[CH:19][CH:18]=[C:17]([N+:21]([O-:23])=[O:22])[CH:16]=3)[C:10]([O:13][CH3:14])=[CH:11][CH:12]=2)=[O:35])=[CH:25][CH:26]=1, predict the reactants needed to synthesize it.